This data is from Catalyst prediction with 721,799 reactions and 888 catalyst types from USPTO. The task is: Predict which catalyst facilitates the given reaction. Reactant: [CH3:1][C@H:2]1[N:7]([C:8]([O:10][CH2:11][C:12]2[CH:17]=[CH:16][CH:15]=[CH:14][CH:13]=2)=[O:9])[CH2:6][C@@H:5](C(O)=O)[CH2:4][CH2:3]1.[CH:21]1([OH:26])[CH2:25][CH2:24][CH2:23][CH2:22]1.C([N:29]([CH2:32]C)CC)C.P(N=[N+]=[N-])(OC1C=CC=CC=1)(OC1C=CC=CC=1)=[O:35]. Product: [CH:21]1([O:26][C:32]([NH:29][C@H:5]2[CH2:6][N:7]([C:8]([O:10][CH2:11][C:12]3[CH:13]=[CH:14][CH:15]=[CH:16][CH:17]=3)=[O:9])[C@@H:2]([CH3:1])[CH2:3][CH2:4]2)=[O:35])[CH2:25][CH2:24][CH2:23][CH2:22]1. The catalyst class is: 25.